The task is: Predict which catalyst facilitates the given reaction.. This data is from Catalyst prediction with 721,799 reactions and 888 catalyst types from USPTO. (1) Reactant: [OH:1][CH2:2][C@@H:3]1[NH:7][C:6](=[O:8])[C:5]([CH3:10])([CH3:9])[CH2:4]1.[CH:11]([O:13][CH2:14][CH3:15])=[CH2:12].FC(F)(F)C(O)=O. Product: [CH2:11]([O:13][CH:14]([O:1][CH2:2][C@@H:3]1[NH:7][C:6](=[O:8])[C:5]([CH3:10])([CH3:9])[CH2:4]1)[CH3:15])[CH3:12]. The catalyst class is: 22. (2) Reactant: [CH3:1][O:2][C:3]1[CH:4]=[C:5]2[C:10](=[CH:11][C:12]=1[O:13][CH2:14][CH2:15][CH2:16][N:17]1[CH2:22][CH2:21][CH2:20][CH2:19][CH2:18]1)[N:9]=[CH:8][N:7](COC(=O)C(C)(C)C)[C:6]2=[O:31]. Product: [CH3:1][O:2][C:3]1[CH:4]=[C:5]2[C:10](=[CH:11][C:12]=1[O:13][CH2:14][CH2:15][CH2:16][N:17]1[CH2:22][CH2:21][CH2:20][CH2:19][CH2:18]1)[N:9]=[CH:8][NH:7][C:6]2=[O:31]. The catalyst class is: 547. (3) Reactant: [NH:1]1[CH2:5][CH2:4][CH2:3][CH2:2]1.[H-].[Na+].Br[CH2:9][C:10]1[CH:15]=[CH:14][C:13]([C:16]2[NH:20][C:19](=[O:21])[N:18]([C:22]3[CH:23]=[C:24]([CH:33]=[CH:34][C:35]=3[Cl:36])[CH2:25][NH:26][C:27](=[O:32])[C:28]([CH3:31])([CH3:30])[CH3:29])[N:17]=2)=[CH:12][CH:11]=1. Product: [Cl:36][C:35]1[CH:34]=[CH:33][C:24]([CH2:25][NH:26][C:27](=[O:32])[C:28]([CH3:31])([CH3:30])[CH3:29])=[CH:23][C:22]=1[N:18]1[C:19](=[O:21])[NH:20][C:16]([C:13]2[CH:12]=[CH:11][C:10]([CH2:9][N:1]3[CH2:5][CH2:4][CH2:3][CH2:2]3)=[CH:15][CH:14]=2)=[N:17]1. The catalyst class is: 3. (4) Reactant: [CH2:1]([C:3]([CH2:10][CH3:11])([CH2:7][CH:8]=[CH2:9])[C:4]([OH:6])=[O:5])[CH3:2].CCOCC.[I:17]I.S([O-])([O-])(=O)=S.[Na+].[Na+]. Product: [CH2:10]([C:3]1([CH2:1][CH3:2])[CH2:7][CH:8]([CH2:9][I:17])[O:5][C:4]1=[O:6])[CH3:11]. The catalyst class is: 7. (5) Reactant: Cl[C:2](=[O:8])[C:3]([O:5][CH2:6][CH3:7])=[O:4].[NH:9]1[CH2:14][CH2:13][O:12][CH2:11][CH2:10]1.C(N(CC)CC)C. Product: [O:12]1[CH2:13][CH2:14][N:9]([C:2](=[O:8])[C:3]([O:5][CH2:6][CH3:7])=[O:4])[CH2:10][CH2:11]1. The catalyst class is: 27. (6) Reactant: CCCP(=O)=O.[CH3:7][N:8]1[CH:12]=[C:11]([C:13](O)=[O:14])[C:10]([CH3:16])=[N:9]1.Cl.[Cl:18][C:19]1[CH:24]=[CH:23][C:22]([CH:25]2[CH2:30][CH2:29][CH2:28][NH:27][CH2:26]2)=[C:21]([C:31]([F:34])([F:33])[F:32])[CH:20]=1.C(N(CC)CC)C. Product: [Cl:18][C:19]1[CH:24]=[CH:23][C:22]([CH:25]2[CH2:30][CH2:29][CH2:28][N:27]([C:13]([C:11]3[C:10]([CH3:16])=[N:9][N:8]([CH3:7])[CH:12]=3)=[O:14])[CH2:26]2)=[C:21]([C:31]([F:34])([F:32])[F:33])[CH:20]=1. The catalyst class is: 4. (7) Reactant: [CH2:1]([OH:9])[CH2:2][CH2:3][CH2:4][CH2:5][CH2:6][CH2:7][CH3:8].[C:10](OC=C)(=[O:12])[CH3:11].C(OCCCCCCCC)=C. Product: [C:10]([O:9][CH2:1][CH2:2][CH2:3][CH2:4][CH2:5][CH2:6][CH2:7][CH3:8])(=[O:12])[CH3:11]. The catalyst class is: 11.